From a dataset of Reaction yield outcomes from USPTO patents with 853,638 reactions. Predict the reaction yield, written as a fraction of the theoretical maximum amount of product (1.0 means a 100% yield; for example, 0.34 means a 34% yield). The reactants are C([O:4][C:5](=[O:30])[CH2:6][O:7][C:8]1[CH:13]=[CH:12][C:11]([NH:14][C:15](=[O:17])[CH3:16])=[CH:10][C:9]=1[C:18](=[O:29])[NH:19][CH2:20][C:21]1[CH:26]=[CH:25][C:24]([Br:27])=[CH:23][C:22]=1[F:28])C=C.N1CCCC1. The catalyst is O.O1CCOCC1.C(OCC)(=O)C. The product is [C:15]([NH:14][C:11]1[CH:12]=[CH:13][C:8]([O:7][CH2:6][C:5]([OH:30])=[O:4])=[C:9]([C:18](=[O:29])[NH:19][CH2:20][C:21]2[CH:26]=[CH:25][C:24]([Br:27])=[CH:23][C:22]=2[F:28])[CH:10]=1)(=[O:17])[CH3:16]. The yield is 0.520.